From a dataset of Forward reaction prediction with 1.9M reactions from USPTO patents (1976-2016). Predict the product of the given reaction. (1) The product is: [C:19]([C:18]1[C:12]2[C:13](=[N:14][CH:15]=[C:10]([NH:9][C:6]3[CH:5]=[CH:4][C:3]([CH:2]=[O:1])=[CH:8][CH:7]=3)[N:11]=2)[N:16]([CH2:25][O:26][CH2:27][CH2:28][Si:29]([CH3:30])([CH3:32])[CH3:31])[CH:17]=1)(=[O:24])[C:20]([CH3:23])([CH3:22])[CH3:21]. Given the reactants [OH:1][CH2:2][C:3]1[CH:8]=[CH:7][C:6]([NH:9][C:10]2[N:11]=[C:12]3[C:18]([C:19](=[O:24])[C:20]([CH3:23])([CH3:22])[CH3:21])=[CH:17][N:16]([CH2:25][O:26][CH2:27][CH2:28][Si:29]([CH3:32])([CH3:31])[CH3:30])[C:13]3=[N:14][CH:15]=2)=[CH:5][CH:4]=1.C1C=C[NH+]=CC=1.[O-][Cr](Cl)(=O)=O.C([O-])(O)=O.[Na+], predict the reaction product. (2) Given the reactants I[C:2]1[CH:3]=[C:4]([N:8]2[C:16]3[C:11](=[CH:12][CH:13]=[CH:14][CH:15]=3)[C:10]([C:17]([NH2:19])=[O:18])=[N:9]2)[CH:5]=[CH:6][CH:7]=1.[S:20]1[CH:24]=[CH:23][N:22]=[C:21]1[C@:25]([OH:29])([C:27]#[CH:28])[CH3:26], predict the reaction product. The product is: [OH:29][C@:25]([C:21]1[S:20][CH:24]=[CH:23][N:22]=1)([CH3:26])[C:27]#[C:28][C:2]1[CH:3]=[C:4]([N:8]2[C:16]3[C:11](=[CH:12][CH:13]=[CH:14][CH:15]=3)[C:10]([C:17]([NH2:19])=[O:18])=[N:9]2)[CH:5]=[CH:6][CH:7]=1. (3) Given the reactants [C:1]([O:5][C:6](=[O:25])[N:7]([CH2:9][C:10]1[CH:14]=[C:13](Br)[N:12]([S:16]([C:19]2[CH:20]=[N:21][CH:22]=[CH:23][CH:24]=2)(=[O:18])=[O:17])[CH:11]=1)[CH3:8])([CH3:4])([CH3:3])[CH3:2].[C:26]([C:28]1[CH:29]=[CH:30][C:31]([F:37])=[C:32](B(O)O)[CH:33]=1)#[N:27].C(=O)([O-])[O-].[Na+].[Na+], predict the reaction product. The product is: [C:1]([O:5][C:6](=[O:25])[N:7]([CH2:9][C:10]1[CH:14]=[C:13]([C:30]2[CH:29]=[C:28]([C:26]#[N:27])[CH:33]=[CH:32][C:31]=2[F:37])[N:12]([S:16]([C:19]2[CH:20]=[N:21][CH:22]=[CH:23][CH:24]=2)(=[O:18])=[O:17])[CH:11]=1)[CH3:8])([CH3:4])([CH3:3])[CH3:2]. (4) Given the reactants [Cl:1][C:2]1[CH:3]=[CH:4][C:5]2[N:11]([CH2:12][C:13]([CH3:17])([CH3:16])[CH2:14][OH:15])[C:10](=[O:18])[C@@H:9]([CH2:19][C:20]([NH:22][C:23]3[CH:24]=[CH:25][C:26]4[O:30][C:29]([C:31]([O-:33])=[O:32])=[CH:28][C:27]=4[CH:34]=3)=[O:21])[O:8][C@H:7]([C:35]3[CH:40]=[CH:39][CH:38]=[C:37]([O:41][CH3:42])[C:36]=3[O:43][CH3:44])[C:6]=2[CH:45]=1.N1C=CC=CC=1.[C:52](OCC)(=[O:54])[CH3:53].C(Cl)(=O)C, predict the reaction product. The product is: [C:52]([O:15][CH2:14][C:13]([CH3:17])([CH3:16])[CH2:12][N:11]1[C:5]2[CH:4]=[CH:3][C:2]([Cl:1])=[CH:45][C:6]=2[C@@H:7]([C:35]2[CH:40]=[CH:39][CH:38]=[C:37]([O:41][CH3:42])[C:36]=2[O:43][CH3:44])[O:8][C@H:9]([CH2:19][C:20]([NH:22][C:23]2[CH:24]=[CH:25][C:26]3[O:30][C:29]([C:31]([OH:33])=[O:32])=[CH:28][C:27]=3[CH:34]=2)=[O:21])[C:10]1=[O:18])(=[O:54])[CH3:53]. (5) Given the reactants F[C:2]1[CH:7]=[CH:6][C:5]([N+:8]([O-:10])=[O:9])=[CH:4][CH:3]=1.[F:11][C:12]1[CH:17]=[CH:16][C:15]([OH:18])=[CH:14][CH:13]=1.C(=O)([O-])[O-].[K+].[K+], predict the reaction product. The product is: [F:11][C:12]1[CH:17]=[CH:16][C:15]([O:18][C:2]2[CH:7]=[CH:6][C:5]([N+:8]([O-:10])=[O:9])=[CH:4][CH:3]=2)=[CH:14][CH:13]=1.